From a dataset of Forward reaction prediction with 1.9M reactions from USPTO patents (1976-2016). Predict the product of the given reaction. (1) The product is: [CH:12]([C:8]1[C:7]([OH:14])=[CH:6][CH:5]=[C:4]2[C:9]=1[CH:10]=[CH:11][C:2]([N:16]1[CH2:20][CH2:19][CH:18]([NH:21][C:22](=[O:24])[CH3:23])[CH2:17]1)=[CH:3]2)=[O:13]. Given the reactants Br[C:2]1[CH:3]=[C:4]2[C:9](=[CH:10][CH:11]=1)[C:8]([CH:12]=[O:13])=[C:7]([OH:14])[CH:6]=[CH:5]2.Cl.[NH:16]1[CH2:20][CH2:19][CH:18]([NH:21][C:22](=[O:24])[CH3:23])[CH2:17]1.CC(C)([O-])C.[Na+].CC(P(C(C)(C)C)C1C(C2C=CC=CC=2)=CC=CC=1)(C)C, predict the reaction product. (2) Given the reactants [Cl:1][C:2]1[C:3](F)=[C:4]([F:28])[CH:5]=[C:6]2[C:11]=1[N:10]([C:12]1[CH:17]=[CH:16][C:15]([CH2:18]O)=[CH:14][C:13]=1[O:20][CH3:21])[CH:9]=[C:8]([C:22]([O:24]CC)=[O:23])[C:7]2=[O:27].[NH:30]1[CH2:34][CH2:33][CH2:32][CH2:31]1.N1CC[C@H](O)C1.[F:41][C:42]1[CH:47]=[CH:46][C:45]([N:48]2[CH2:53][CH2:52][NH:51][CH2:50][CH2:49]2)=[CH:44][CH:43]=1, predict the reaction product. The product is: [Cl:1][C:2]1[C:3]([N:51]2[CH2:50][CH2:49][N:48]([C:45]3[CH:44]=[CH:43][C:42]([F:41])=[CH:47][CH:46]=3)[CH2:53][CH2:52]2)=[C:4]([F:28])[CH:5]=[C:6]2[C:11]=1[N:10]([C:12]1[CH:17]=[CH:16][C:15]([CH2:18][N:30]3[CH2:34][CH2:33][CH2:32][CH2:31]3)=[CH:14][C:13]=1[O:20][CH3:21])[CH:9]=[C:8]([C:22]([OH:24])=[O:23])[C:7]2=[O:27]. (3) Given the reactants [CH:1]1([N:6]2[CH2:12][CH2:11][C:10]3[CH:13]=[C:14]([O:17][CH2:18][C:19]4[CH:27]=[CH:26][C:22]([C:23](O)=[O:24])=[CH:21][CH:20]=4)[CH:15]=[CH:16][C:9]=3[CH2:8][CH2:7]2)[CH2:5][CH2:4][CH2:3][CH2:2]1.C(N=C=NC(C)C)(C)C.O.ON1C2C=CC=CC=2N=N1.[NH:48]1[CH2:52][CH2:51][CH2:50][CH2:49]1, predict the reaction product. The product is: [CH:1]1([N:6]2[CH2:12][CH2:11][C:10]3[CH:13]=[C:14]([O:17][CH2:18][C:19]4[CH:27]=[CH:26][C:22]([C:23]([N:48]5[CH2:52][CH2:51][CH2:50][CH2:49]5)=[O:24])=[CH:21][CH:20]=4)[CH:15]=[CH:16][C:9]=3[CH2:8][CH2:7]2)[CH2:2][CH2:3][CH2:4][CH2:5]1.